This data is from M1 muscarinic receptor agonist screen with 61,833 compounds. The task is: Binary Classification. Given a drug SMILES string, predict its activity (active/inactive) in a high-throughput screening assay against a specified biological target. The compound is O=C(N1CCN(CC1)Cc1ccccc1)c1n(c2c(c1)c(=O)n(c1c2cccc1)C)C. The result is 0 (inactive).